This data is from Catalyst prediction with 721,799 reactions and 888 catalyst types from USPTO. The task is: Predict which catalyst facilitates the given reaction. (1) Reactant: [CH:1]1([O:6][C:7]2[C:16]([O:17][CH3:18])=[CH:15][CH:14]=[C:13]3[C:8]=2[CH:9]=[N:10][N:11]=[C:12]3[CH2:19][C:20]2[C:25]([Cl:26])=[CH:24][N:23]=[CH:22][C:21]=2[Cl:27])[CH2:5][CH2:4][CH2:3][CH2:2]1.ClC1C=CC=C(C(OO)=[O:36])C=1. Product: [CH:1]1([O:6][C:7]2[C:16]([O:17][CH3:18])=[CH:15][CH:14]=[C:13]3[C:8]=2[CH:9]=[N+:10]([O-:36])[N:11]=[C:12]3[CH2:19][C:20]2[C:21]([Cl:27])=[CH:22][N:23]=[CH:24][C:25]=2[Cl:26])[CH2:5][CH2:4][CH2:3][CH2:2]1. The catalyst class is: 2. (2) Reactant: [CH2:1]([N:3]1[CH2:8][CH2:7][N:6]([C:9]2[C:18]3[C:13](=[CH:14][CH:15]=[CH:16][CH:17]=3)[CH:12]=[C:11]([C:19]3[CH:24]=[CH:23][C:22](C(C)[CH2:26][C:27]([O:29]CC)=[O:28])=[CH:21][CH:20]=3)[N:10]=2)[CH2:5][CH2:4]1)[CH3:2].[H-].[Al+3].[Li+].[H-].[H-].[H-].[Cl-].[Na+].[OH-:41].[Na+].[O:43]1[CH2:47][CH2:46][CH2:45][CH2:44]1. Product: [C:27]([OH:29])(=[O:28])[C:26]([OH:43])=[O:41].[CH2:1]([N:3]1[CH2:8][CH2:7][N:6]([C:9]2[C:18]3[C:13](=[CH:14][CH:15]=[CH:16][CH:17]=3)[CH:12]=[C:11]([C:19]3[CH:24]=[CH:23][CH:22]=[C:21]([CH:46]([CH3:47])[CH2:45][CH2:44][OH:43])[CH:20]=3)[N:10]=2)[CH2:5][CH2:4]1)[CH3:2]. The catalyst class is: 6. (3) Reactant: Br[CH2:2][C:3]([C:5]1[S:9][C:8]([NH:10][C:11](=[O:16])[C:12]([CH3:15])([CH3:14])[CH3:13])=[N:7][CH:6]=1)=O.[Cl:17][C:18]1[CH:19]=[CH:20][C:21]([O:28][CH3:29])=[C:22]([NH:24][C:25]([NH2:27])=[S:26])[CH:23]=1. Product: [Cl:17][C:18]1[CH:19]=[CH:20][C:21]([O:28][CH3:29])=[C:22]([NH:24][C:25]2[S:26][CH:2]=[C:3]([C:5]3[S:9][C:8]([NH:10][C:11](=[O:16])[C:12]([CH3:15])([CH3:14])[CH3:13])=[N:7][CH:6]=3)[N:27]=2)[CH:23]=1. The catalyst class is: 14.